Dataset: Full USPTO retrosynthesis dataset with 1.9M reactions from patents (1976-2016). Task: Predict the reactants needed to synthesize the given product. (1) Given the product [CH3:77][O:76][C:73]1[CH:74]=[CH:75][C:68]2[CH2:67][CH2:66][N:65]([C:44]3[CH:43]=[C:42]([O:41][CH3:40])[CH:47]=[CH:46][C:45]=3[CH2:48][C:50]3[CH:55]=[CH:54][C:53]([O:56][CH2:57][CH2:58][N:59]4[CH2:60][CH2:61][CH2:62][CH2:63][CH2:64]4)=[CH:52][CH:51]=3)[CH2:71][CH2:70][C:69]=2[CH:72]=1, predict the reactants needed to synthesize it. The reactants are: COC1C=CC2CCNCCC=2C=1.BrC1C=C(OC)C=CC=1C(C1C=CC(OCCN2CCCCC2)=CC=1)=O.[CH3:40][O:41][C:42]1[CH:47]=[CH:46][C:45]([C:48]([C:50]2[CH:55]=[CH:54][C:53]([O:56][CH2:57][CH2:58][N:59]3[CH2:64][CH2:63][CH2:62][CH2:61][CH2:60]3)=[CH:52][CH:51]=2)=O)=[C:44]([N:65]2[CH2:71][CH2:70][C:69]3[CH:72]=[C:73]([O:76][CH3:77])[CH:74]=[CH:75][C:68]=3[CH2:67][CH2:66]2)[CH:43]=1. (2) Given the product [Br:14][C:10]1[C:11]([CH3:12])=[C:2]([F:1])[C:3]([OH:13])=[C:4]([CH:9]=1)[C:5]([O:7][CH3:8])=[O:6], predict the reactants needed to synthesize it. The reactants are: [F:1][C:2]1[C:3]([OH:13])=[C:4]([CH:9]=[CH:10][C:11]=1[CH3:12])[C:5]([O:7][CH3:8])=[O:6].[Br:14]Br.S([O-])([O-])(=O)=S.[Na+].[Na+]. (3) Given the product [NH:1]1[C:9]2[C:4](=[CH:5][CH:6]=[CH:7][CH:8]=2)[C:3]([C:10]([N:23]2[CH2:24][CH2:25][N:20]([CH3:19])[CH2:21][CH2:22]2)=[O:12])=[CH:2]1, predict the reactants needed to synthesize it. The reactants are: [NH:1]1[C:9]2[C:4](=[CH:5][CH:6]=[CH:7][CH:8]=2)[C:3]([C:10]([OH:12])=O)=[CH:2]1.C(Cl)(=O)C(Cl)=O.[CH3:19][N:20]1[CH2:25][CH2:24][NH:23][CH2:22][CH2:21]1. (4) Given the product [CH:1]1[C:6]2[C:7]3[CH:8]=[CH:9][CH:10]=[CH:11][C:12]=3[C:13](=[O:24])[N:14]3[C:15](=[O:22])[C:16]4[C:21]([C:4]([C:5]=23)=[CH:3][CH:2]=1)=[CH:20][CH:19]=[CH:18][CH:17]=4, predict the reactants needed to synthesize it. The reactants are: [CH:1]1[C:6]2[C:7]3[CH:8]=[CH:9][CH:10]=[CH:11][C:12]=3[CH2:13][N:14]3[C:15](=[O:22])[C:16]4[C:21]([C:4]([C:5]=23)=[CH:3][CH:2]=1)=[CH:20][CH:19]=[CH:18][CH:17]=4.[Mn]([O-])(=O)(=O)=[O:24].[K+]. (5) Given the product [Br:33][CH2:20][C:13]1[NH:12][C:11]([C:21]2[N:22]=[CH:23][S:24][CH:25]=2)=[N:10][CH:9]([C:3]2[CH:4]=[CH:5][C:6]([Cl:8])=[CH:7][C:2]=2[Cl:1])[C:14]=1[C:15]([O:17][CH2:18][CH3:19])=[O:16], predict the reactants needed to synthesize it. The reactants are: [Cl:1][C:2]1[CH:7]=[C:6]([Cl:8])[CH:5]=[CH:4][C:3]=1[CH:9]1[C:14]([C:15]([O:17][CH2:18][CH3:19])=[O:16])=[C:13]([CH3:20])[NH:12][C:11]([C:21]2[N:22]=[CH:23][S:24][CH:25]=2)=[N:10]1.C1C(=O)N([Br:33])C(=O)C1. (6) Given the product [NH2:10][C@@H:11]1[CH2:15][CH2:14][N:13]([C:16]2[N:24]=[C:23]3[C:19]([N:20]=[CH:21][N:22]3[C@H:25]3[C@@H:32]4[O:31][C:30]([CH3:34])([CH3:33])[O:29][C@@H:28]4[C@@H:27]([NH:35][C:36](=[O:39])[CH2:37][CH3:38])[CH2:26]3)=[C:18]([NH:40][CH2:41][CH:42]([C:43]3[CH:48]=[CH:47][CH:46]=[CH:45][CH:44]=3)[C:49]3[CH:54]=[CH:53][CH:52]=[CH:51][CH:50]=3)[N:17]=2)[CH2:12]1, predict the reactants needed to synthesize it. The reactants are: C(OC(=O)[NH:10][C@@H:11]1[CH2:15][CH2:14][N:13]([C:16]2[N:24]=[C:23]3[C:19]([N:20]=[CH:21][N:22]3[C@H:25]3[C@H:32]4[C@H:28]([O:29][C:30]([CH3:34])([CH3:33])[O:31]4)[C@@H:27]([NH:35][C:36](=[O:39])[CH2:37][CH3:38])[CH2:26]3)=[C:18]([NH:40][CH2:41][CH:42]([C:49]3[CH:54]=[CH:53][CH:52]=[CH:51][CH:50]=3)[C:43]3[CH:48]=[CH:47][CH:46]=[CH:45][CH:44]=3)[N:17]=2)[CH2:12]1)C1C=CC=CC=1. (7) Given the product [Br:5][CH2:1][CH2:29][CH:28]([NH:30][C:31]1[CH:32]=[C:33]2[C:42](=[CH:43][CH:44]=1)[S:41][C:40]1[C:39]([C:45]3[NH:50][C:49](=[O:51])[CH:48]=[C:47]([N:52]4[CH2:53][CH2:54][O:55][CH2:56][CH2:57]4)[CH:46]=3)=[CH:38][CH:37]=[CH:36][C:35]=1[S:34]2)[CH3:27], predict the reactants needed to synthesize it. The reactants are: [C:1]([Br:5])(Br)(Br)Br.C1(P(C2C=CC=CC=2)C2C=CC=CC=2)C=CC=CC=1.OC[CH2:27][CH:28]([NH:30][C:31]1[CH:32]=[C:33]2[C:42](=[CH:43][CH:44]=1)[S:41][C:40]1[C:39]([C:45]3[NH:50][C:49](=[O:51])[CH:48]=[C:47]([N:52]4[CH2:57][CH2:56][O:55][CH2:54][CH2:53]4)[CH:46]=3)=[CH:38][CH:37]=[CH:36][C:35]=1[S:34]2)[CH3:29]. (8) Given the product [O:17]=[C:7]1[CH2:6][O:5][C:3]([N:19]2[CH2:24][CH2:23][CH2:22][CH2:21][CH2:20]2)=[C:2]1[C:1]([O:9][CH2:10][CH3:11])=[O:8], predict the reactants needed to synthesize it. The reactants are: [C:1]([O:9][CH2:10][CH3:11])(=[O:8])[CH2:2][C:3]([O:5][CH2:6][CH3:7])=O.[H-].[Na+].ClCC(Cl)=[O:17].[NH:19]1[CH2:24][CH2:23][CH2:22][CH2:21][CH2:20]1.